This data is from Peptide-MHC class II binding affinity with 134,281 pairs from IEDB. The task is: Regression. Given a peptide amino acid sequence and an MHC pseudo amino acid sequence, predict their binding affinity value. This is MHC class II binding data. (1) The peptide sequence is VAFRAGLVMEAGSKVT. The MHC is DRB1_0701 with pseudo-sequence DRB1_0701. The binding affinity (normalized) is 0.306. (2) The peptide sequence is EKKYFLATQFEPLAA. The MHC is DRB1_0101 with pseudo-sequence DRB1_0101. The binding affinity (normalized) is 0.843.